Predict the reactants needed to synthesize the given product. From a dataset of Full USPTO retrosynthesis dataset with 1.9M reactions from patents (1976-2016). (1) Given the product [CH2:1]([O:8][C:12]1[C:17]([C:18]2[O:22][N:21]=[C:20]([CH3:23])[N:19]=2)=[CH:16][CH:15]=[CH:14][N:13]=1)[C:2]1[CH:7]=[CH:6][CH:5]=[CH:4][CH:3]=1, predict the reactants needed to synthesize it. The reactants are: [CH2:1]([OH:8])[C:2]1[CH:7]=[CH:6][CH:5]=[CH:4][CH:3]=1.[H-].[Na+].Cl[C:12]1[C:17]([C:18]2[O:22][N:21]=[C:20]([CH3:23])[N:19]=2)=[CH:16][CH:15]=[CH:14][N:13]=1. (2) Given the product [CH3:13][C:12]1[O:36][C:27]([C:22]2[CH:23]=[CH:24][C:25]([Cl:26])=[C:20]([Cl:19])[CH:21]=2)=[C:28]([C:30]2[CH:35]=[CH:34][CH:33]=[CH:32][CH:31]=2)[N:14]=1.[CH3:7][CH2:6][CH2:5][C:3]([OH:4])=[O:2], predict the reactants needed to synthesize it. The reactants are: C[O:2][C:3]([CH2:5][CH2:6][CH2:7]CC(Cl)=O)=[O:4].[CH2:12]([N:14](CC)CC)[CH3:13].[Cl:19][C:20]1[CH:21]=[C:22]([CH:27]([OH:36])[C:28]([C:30]2[CH:35]=[CH:34][CH:33]=[CH:32][CH:31]=2)=O)[CH:23]=[CH:24][C:25]=1[Cl:26].C([O-])(=O)C.[NH4+]. (3) Given the product [N:1]1([CH2:6][CH2:7][O:8][C:9]2[CH:10]=[CH:11][C:12]([NH:15][CH2:26][C:25]3[CH:28]=[CH:29][CH:30]=[C:23]([O:22][CH:17]4[CH2:18][CH2:19][CH2:20][CH2:21][O:16]4)[CH:24]=3)=[CH:13][CH:14]=2)[CH2:5][CH2:4][CH2:3][CH2:2]1, predict the reactants needed to synthesize it. The reactants are: [N:1]1([CH2:6][CH2:7][O:8][C:9]2[CH:14]=[CH:13][C:12]([NH2:15])=[CH:11][CH:10]=2)[CH2:5][CH2:4][CH2:3][CH2:2]1.[O:16]1[CH2:21][CH2:20][CH2:19][CH2:18][CH:17]1[O:22][C:23]1[CH:24]=[C:25]([CH:28]=[CH:29][CH:30]=1)[CH:26]=O.S([O-])([O-])(=O)=O.[Mg+2].[BH4-].[Na+].C(=O)(O)[O-].[Na+]. (4) Given the product [CH3:25][C:23]1[S:24][C:20]([C:18]([C:2]2[N:6]([CH3:7])[CH:5]=[N:4][CH:3]=2)=[O:19])=[C:21]([CH3:26])[N:22]=1, predict the reactants needed to synthesize it. The reactants are: Br[C:2]1[N:6]([CH3:7])[CH:5]=[N:4][CH:3]=1.C([Mg]Cl)(C)C.[Li+].[Cl-].CON(C)[C:18]([C:20]1[S:24][C:23]([CH3:25])=[N:22][C:21]=1[CH3:26])=[O:19]. (5) Given the product [CH3:3][C:2]([CH3:5])([CH3:4])[C:1]([O:20][C@@H:19]1[C@@H:21]([O:22][C:1](=[O:6])[C:2]([CH3:5])([CH3:4])[CH3:3])[C@H:23]([O:24][C:1](=[O:6])[C:2]([CH3:5])([CH3:4])[CH3:3])[C@@H:25]([CH2:27][O:28][C:1](=[O:6])[C:2]([CH3:5])([CH3:4])[CH3:3])[O:26][C@@H:18]1[Br:8])=[O:6], predict the reactants needed to synthesize it. The reactants are: [C:1](Cl)(=[O:6])[C:2]([CH3:5])([CH3:4])[CH3:3].[Br-:8].C[SiH](C)C.[Bi](Br)(Br)Br.O=[CH:18][C@@H:19]([C@H:21]([C@@H:23]([C@@H:25]([CH2:27][OH:28])[OH:26])[OH:24])[OH:22])[OH:20]. (6) Given the product [Br:1][C:2]1[C:11]2[CH2:10][CH2:9][CH2:8][CH:7]([NH:12][S:22]([CH2:20][CH3:21])(=[O:24])=[O:23])[C:6]=2[CH:5]=[N:4][CH:3]=1, predict the reactants needed to synthesize it. The reactants are: [Br:1][C:2]1[C:11]2[CH2:10][CH2:9][CH2:8][CH:7]([NH2:12])[C:6]=2[CH:5]=[N:4][CH:3]=1.CCN(CC)CC.[CH2:20]([S:22](Cl)(=[O:24])=[O:23])[CH3:21]. (7) Given the product [OH:1][C:2]1[C:3]2[C:13]([C:14]3[S:15][C:16]([C:26]4[CH:27]=[CH:28][C:23]([OH:22])=[CH:24][CH:25]=4)=[C:17]([CH3:19])[CH:18]=3)=[CH:12][S:11][C:4]=2[NH:5][C:6](=[O:10])[C:7]=1[C:8]#[N:9], predict the reactants needed to synthesize it. The reactants are: [OH:1][C:2]1[C:3]2[C:13]([C:14]3[S:15][C:16](I)=[C:17]([CH3:19])[CH:18]=3)=[CH:12][S:11][C:4]=2[NH:5][C:6](=[O:10])[C:7]=1[C:8]#[N:9].O.[OH:22][C:23]1[CH:28]=[CH:27][C:26](B(O)O)=[CH:25][CH:24]=1.C([O-])([O-])=O.[Cs+].[Cs+]. (8) The reactants are: [CH:1]1([N:6]2[C:10]3[N:11]=[C:12]([NH:15][C:16]4[CH:24]=[CH:23][C:19]([C:20]([OH:22])=O)=[CH:18][N:17]=4)[N:13]=[CH:14][C:9]=3[CH:8]=[C:7]2[C:25](=[O:29])[N:26]([CH3:28])[CH3:27])[CH2:5][CH2:4][CH2:3][CH2:2]1.[C:30]([O:34][C:35]([N:37]1[CH:42]2[CH2:43][CH2:44][CH:38]1[CH2:39][NH:40][CH2:41]2)=[O:36])([CH3:33])([CH3:32])[CH3:31]. Given the product [C:30]([O:34][C:35]([N:37]1[CH:38]2[CH2:44][CH2:43][CH:42]1[CH2:41][N:40]([C:20]([C:19]1[CH:18]=[N:17][C:16]([NH:15][C:12]3[N:13]=[CH:14][C:9]4[CH:8]=[C:7]([C:25](=[O:29])[N:26]([CH3:27])[CH3:28])[N:6]([CH:1]5[CH2:5][CH2:4][CH2:3][CH2:2]5)[C:10]=4[N:11]=3)=[CH:24][CH:23]=1)=[O:22])[CH2:39]2)=[O:36])([CH3:33])([CH3:31])[CH3:32], predict the reactants needed to synthesize it.